The task is: Predict the product of the given reaction.. This data is from Forward reaction prediction with 1.9M reactions from USPTO patents (1976-2016). (1) The product is: [F:60][C:57]1[CH:58]=[CH:59][C:54]([CH2:53][N:47]2[C:46](=[O:61])[C:45]3[CH:44]=[C:43]([C:18]4[C:19]([N:21]([CH3:26])[S:22]([CH3:25])(=[O:24])=[O:23])=[CH:20][C:10]5[O:9][C:8]([C:5]6[CH:6]=[CH:7][C:2]([F:1])=[CH:3][CH:4]=6)=[C:12]([C:13]([NH:15][CH3:16])=[O:14])[C:11]=5[CH:17]=4)[CH:52]=[N:51][C:50]=3[O:49][CH2:48]2)=[CH:55][CH:56]=1. Given the reactants [F:1][C:2]1[CH:7]=[CH:6][C:5]([C:8]2[O:9][C:10]3[CH:20]=[C:19]([N:21]([CH3:26])[S:22]([CH3:25])(=[O:24])=[O:23])[C:18](C4C=CC=C(B5OC(C)(C)C(C)(C)O5)C=4)=[CH:17][C:11]=3[C:12]=2[C:13]([NH:15][CH3:16])=[O:14])=[CH:4][CH:3]=1.Br[C:43]1[CH:52]=[N:51][C:50]2[O:49][CH2:48][N:47]([CH2:53][C:54]3[CH:59]=[CH:58][C:57]([F:60])=[CH:56][CH:55]=3)[C:46](=[O:61])[C:45]=2[CH:44]=1.[O-]P([O-])([O-])=O.[K+].[K+].[K+], predict the reaction product. (2) Given the reactants I[C:2]1[CH:7]=[CH:6][C:5]([CH:8]([CH3:10])[CH3:9])=[CH:4][CH:3]=1.[N-:11]=[N+:12]=[N-:13].[Na+].[C:15]([C:17]1[CH:18]=[C:19]([CH:23]=[CH:24][CH:25]=1)[C:20]([OH:22])=[O:21])#[CH:16].CNCCNC.CCN(CC)CC.O=C1O[C@H]([C@H](CO)O)C([O-])=C1O.[Na+].Cl, predict the reaction product. The product is: [CH:8]([C:5]1[CH:6]=[CH:7][C:2]([N:11]2[CH:16]=[C:15]([C:17]3[CH:18]=[C:19]([CH:23]=[CH:24][CH:25]=3)[C:20]([OH:22])=[O:21])[N:13]=[N:12]2)=[CH:3][CH:4]=1)([CH3:10])[CH3:9]. (3) Given the reactants [C:1]([O:5][C:6]([N:8]1[CH2:13][CH2:12][CH:11]([N:14]2[CH2:18][CH2:17][C@H:16]([O:19][C:20]3[CH:28]=[CH:27][C:23]([C:24]([OH:26])=O)=[CH:22][C:21]=3[F:29])[C:15]2=[O:30])[CH2:10][CH2:9]1)=[O:7])([CH3:4])([CH3:3])[CH3:2].[C:31]([NH:34][NH2:35])(=[O:33])[CH3:32].C(N(C(C)C)C(C)C)C.O=C1N(P(Cl)(N2CCOC2=O)=O)CCO1, predict the reaction product. The product is: [C:31]([NH:34][NH:35][C:24]([C:23]1[CH:27]=[CH:28][C:20]([O:19][C@H:16]2[CH2:17][CH2:18][N:14]([CH:11]3[CH2:10][CH2:9][N:8]([C:6]([O:5][C:1]([CH3:4])([CH3:2])[CH3:3])=[O:7])[CH2:13][CH2:12]3)[C:15]2=[O:30])=[C:21]([F:29])[CH:22]=1)=[O:26])(=[O:33])[CH3:32]. (4) Given the reactants [Br:1][C:2]1[C:7]([F:8])=[CH:6][C:5]([OH:9])=[C:4]([F:10])[CH:3]=1.[N+:11]([O-:14])(O)=[O:12].[C:15]([O:18][CH2:19]C)(=[O:17])[CH3:16], predict the reaction product. The product is: [CH3:19][O:18][C:15](=[O:17])[CH2:16][O:9][C:5]1[C:4]([F:10])=[CH:3][C:2]([Br:1])=[C:7]([F:8])[C:6]=1[N+:11]([O-:14])=[O:12]. (5) Given the reactants [CH3:1][O:2][C:3](=[O:35])[C@@H:4]([NH:12][CH:13]1[CH2:18][CH2:17][N:16]([CH2:19][C:20]2[CH:25]=[CH:24][CH:23]=[C:22]([O:26][C:27]3[CH:32]=[CH:31][CH:30]=[CH:29][C:28]=3[O:33][CH3:34])[CH:21]=2)[CH2:15][CH2:14]1)[CH2:5][C:6]1[CH:11]=[CH:10][CH:9]=[CH:8][CH:7]=1.CCCl.C(N(CC)CC)C.[CH3:46][CH2:47][O:48]C(C)=O, predict the reaction product. The product is: [CH3:1][O:2][C:3](=[O:35])[C@@H:4]([N:12]([C:47](=[O:48])[CH3:46])[CH:13]1[CH2:18][CH2:17][N:16]([CH2:19][C:20]2[CH:25]=[CH:24][CH:23]=[C:22]([O:26][C:27]3[CH:32]=[CH:31][CH:30]=[CH:29][C:28]=3[O:33][CH3:34])[CH:21]=2)[CH2:15][CH2:14]1)[CH2:5][C:6]1[CH:11]=[CH:10][CH:9]=[CH:8][CH:7]=1. (6) Given the reactants F[C:2]1[CH:3]=[CH:4][CH:5]=[C:6]2[C:11]=1[N:10]=[CH:9][C:8]([S:12]([C:15]1[CH:20]=[CH:19][CH:18]=[CH:17][CH:16]=1)(=[O:14])=[O:13])=[CH:7]2.C(=O)([O-])[O-].[K+].[K+].[N:27]1[CH:32]=[CH:31][CH:30]=[C:29]([CH2:33][NH2:34])[CH:28]=1, predict the reaction product. The product is: [C:15]1([S:12]([C:8]2[CH:9]=[N:10][C:11]3[C:6]([CH:7]=2)=[CH:5][CH:4]=[CH:3][C:2]=3[NH:34][CH2:33][C:29]2[CH:28]=[N:27][CH:32]=[CH:31][CH:30]=2)(=[O:14])=[O:13])[CH:20]=[CH:19][CH:18]=[CH:17][CH:16]=1. (7) Given the reactants [N+:1]([C:4]1[CH:11]=[CH:10][C:7]([CH:8]=O)=[CH:6][CH:5]=1)([O-:3])=[O:2].[C:12]([O:18][CH2:19][CH2:20][C:21]#[N:22])(=[O:17])[CH2:13][C:14]([CH3:16])=[O:15], predict the reaction product. The product is: [N+:1]([C:4]1[CH:11]=[CH:10][C:7]([CH:8]=[C:13]([C:14](=[O:15])[CH3:16])[C:12]([O:18][CH2:19][CH2:20][C:21]#[N:22])=[O:17])=[CH:6][CH:5]=1)([O-:3])=[O:2]. (8) The product is: [C:1]([O:5][C:6]([N:8]1[CH2:14][CH2:13][C:12]2[C:15]([S:20][CH2:34][C:35]([F:43])([F:42])[C:36]3[CH:41]=[CH:40][CH:39]=[CH:38][CH:37]=3)=[C:16]([Cl:19])[CH:17]=[CH:18][C:11]=2[CH2:10][CH2:9]1)=[O:7])([CH3:4])([CH3:2])[CH3:3]. Given the reactants [C:1]([O:5][C:6]([N:8]1[CH2:14][CH2:13][C:12]2[C:15]([SH:20])=[C:16]([Cl:19])[CH:17]=[CH:18][C:11]=2[CH2:10][CH2:9]1)=[O:7])([CH3:4])([CH3:3])[CH3:2].C(N(CC)CC)C.FC(F)(F)S(O[CH2:34][C:35]([F:43])([F:42])[C:36]1[CH:41]=[CH:40][CH:39]=[CH:38][CH:37]=1)(=O)=O.O, predict the reaction product.